This data is from TCR-epitope binding with 47,182 pairs between 192 epitopes and 23,139 TCRs. The task is: Binary Classification. Given a T-cell receptor sequence (or CDR3 region) and an epitope sequence, predict whether binding occurs between them. (1) The epitope is HLVDFQVTI. The TCR CDR3 sequence is CASSLPRGFGRETQYF. Result: 1 (the TCR binds to the epitope). (2) The epitope is FVDGVPFVV. The TCR CDR3 sequence is CASSPFGQGLPNEKLFF. Result: 1 (the TCR binds to the epitope). (3) The epitope is KTWGQYWQV. The TCR CDR3 sequence is CASSGPGQGTDTQYF. Result: 0 (the TCR does not bind to the epitope). (4) The epitope is SEPVLKGVKL. The TCR CDR3 sequence is CAISSRDRGIVGTGELFF. Result: 0 (the TCR does not bind to the epitope).